Dataset: Forward reaction prediction with 1.9M reactions from USPTO patents (1976-2016). Task: Predict the product of the given reaction. (1) Given the reactants FC(F)(F)S(O[C:7]1[N:8]=[C:9]([CH3:21])[C:10]2[C:15]([CH:16]=1)=[CH:14][C:13]([O:17][CH3:18])=[C:12]([O:19][CH3:20])[CH:11]=2)(=O)=O.[Cl:24][C:25]1[CH:26]=[C:27](B(O)O)[CH:28]=[CH:29][C:30]=1[Cl:31].C([O-])([O-])=O.[Na+].[Na+].CCOC(C)=O, predict the reaction product. The product is: [Cl:24][C:25]1[CH:26]=[C:27]([C:7]2[N:8]=[C:9]([CH3:21])[C:10]3[C:15]([CH:16]=2)=[CH:14][C:13]([O:17][CH3:18])=[C:12]([O:19][CH3:20])[CH:11]=3)[CH:28]=[CH:29][C:30]=1[Cl:31]. (2) Given the reactants [OH-:1].[Na+:2].CN(C=[O:7])C.[CH:8]1[N:12]=[CH:11][N:10]([CH2:13][C:14]([P:20]([OH:23])([OH:22])=[O:21])([P:16]([OH:19])([OH:18])=[O:17])[OH:15])[CH:9]=1.CO, predict the reaction product. The product is: [CH:8]1[N:12]=[CH:11][N:10]([CH2:13][C:14]([P:16]([O-:19])([OH:18])=[O:17])([P:20]([O-:22])([OH:23])=[O:21])[OH:15])[CH:9]=1.[OH2:7].[OH2:1].[OH2:7].[OH2:7].[Na+:2].[Na+:2]. (3) Given the reactants [O:1]=[C:2]([C:19]1[N:23]([CH3:24])[N:22]=[C:21]([CH3:25])[C:20]=1[CH3:26])[CH:3]([C:6]1[C:10]([CH2:11][CH3:12])=[N:9][N:8]([C:13]2[CH:18]=[CH:17][CH:16]=[CH:15][CH:14]=2)[N:7]=1)[C:4]#[N:5].[C:27](Cl)(=[O:32])[C:28]([CH3:31])([CH3:30])[CH3:29], predict the reaction product. The product is: [CH3:29][C:28]([CH3:31])([CH3:30])[C:27]([O:1]/[C:2](/[C:19]1[N:23]([CH3:24])[N:22]=[C:21]([CH3:25])[C:20]=1[CH3:26])=[C:3](\[C:6]1[C:10]([CH2:11][CH3:12])=[N:9][N:8]([C:13]2[CH:18]=[CH:17][CH:16]=[CH:15][CH:14]=2)[N:7]=1)/[C:4]#[N:5])=[O:32].